This data is from Catalyst prediction with 721,799 reactions and 888 catalyst types from USPTO. The task is: Predict which catalyst facilitates the given reaction. (1) Reactant: [CH3:1][O:2][C:3]1[CH:8]=[CH:7][C:6]([F:9])=[CH:5][C:4]=1[CH2:10][CH:11]([OH:16])[CH2:12][CH2:13][CH:14]=[CH2:15].[Br:17]N1C(=O)CCC1=O. Product: [Br:17][CH2:15][CH:14]1[CH2:13][CH2:12][CH:11]([CH2:10][C:4]2[CH:5]=[C:6]([F:9])[CH:7]=[CH:8][C:3]=2[O:2][CH3:1])[O:16]1. The catalyst class is: 2. (2) Reactant: CS(O[CH2:6][C@@H:7]([NH:10][C:11]([O:13][C:14]([CH3:17])([CH3:16])[CH3:15])=[O:12])[CH2:8][CH3:9])(=O)=O.[N-:18]=[N+:19]=[N-:20].[Na+].O. Product: [N:18]([CH2:6][C@@H:7]([NH:10][C:11](=[O:12])[O:13][C:14]([CH3:17])([CH3:16])[CH3:15])[CH2:8][CH3:9])=[N+:19]=[N-:20]. The catalyst class is: 3. (3) Reactant: [OH:1][CH2:2][CH2:3][CH2:4][CH2:5][CH2:6][CH2:7][CH2:8][CH2:9][CH2:10][CH2:11][CH2:12][P:13](=[O:20])([O:17][CH2:18][CH3:19])[O:14][CH2:15][CH3:16].[C:21](Cl)(=[O:30])[CH:22]=[CH:23][C:24]1[CH:29]=[CH:28][CH:27]=[CH:26][CH:25]=1.P(=O)([O-])[O-]. Product: [C:21]([O:1][CH2:2][CH2:3][CH2:4][CH2:5][CH2:6][CH2:7][CH2:8][CH2:9][CH2:10][CH2:11][CH2:12][P:13]([O:14][CH2:15][CH3:16])([O:17][CH2:18][CH3:19])=[O:20])(=[O:30])[CH:22]=[CH:23][C:24]1[CH:29]=[CH:28][CH:27]=[CH:26][CH:25]=1. The catalyst class is: 2. (4) Reactant: O.[OH-].[Li+].C[O:5][C:6]([C:8]1[CH:49]=[CH:48][C:11]([CH2:12][CH:13](/[CH:26]=[CH:27]/[C:28]2[CH:33]=[CH:32][CH:31]=[CH:30][C:29]=2[O:34][CH2:35][CH2:36][CH2:37][CH2:38][CH2:39][N:40]2[CH2:45][CH2:44][CH2:43][N:42]([CH3:46])[C:41]2=[O:47])[CH2:14][CH2:15][C:16]2[CH:25]=[CH:24][C:19]([C:20]([O:22]C)=[O:21])=[CH:18][CH:17]=2)=[CH:10][CH:9]=1)=[O:7].Cl. Product: [C:6]([C:8]1[CH:9]=[CH:10][C:11]([CH2:12][CH:13](/[CH:26]=[CH:27]/[C:28]2[CH:33]=[CH:32][CH:31]=[CH:30][C:29]=2[O:34][CH2:35][CH2:36][CH2:37][CH2:38][CH2:39][N:40]2[CH2:45][CH2:44][CH2:43][N:42]([CH3:46])[C:41]2=[O:47])[CH2:14][CH2:15][C:16]2[CH:17]=[CH:18][C:19]([C:20]([OH:22])=[O:21])=[CH:24][CH:25]=2)=[CH:48][CH:49]=1)([OH:7])=[O:5]. The catalyst class is: 464.